This data is from Reaction yield outcomes from USPTO patents with 853,638 reactions. The task is: Predict the reaction yield, written as a fraction of the theoretical maximum amount of product (1.0 means a 100% yield; for example, 0.34 means a 34% yield). The reactants are [C:1]([C:3]1[CH:8]=[CH:7][C:6]([C:9]2[CH:10]=[N:11][N:12]([C:15]3[CH:23]=[CH:22][C:18]([C:19]([OH:21])=O)=[CH:17][N:16]=3)[C:13]=2[OH:14])=[CH:5][CH:4]=1)#[N:2].CCN=C=NCCCN(C)C.[CH:35]1[CH:40]=[C:39]2N=N[N:43](O)[C:38]2=CC=1.O.CCN(C(C)C)C(C)C.C[C@H]1C[C@@H]1N.Cl. The catalyst is CN(C=O)C.O. The product is [C:1]([C:3]1[CH:4]=[CH:5][C:6]([C:9]2[CH:10]=[N:11][N:12]([C:15]3[CH:23]=[CH:22][C:18]([C:19]([NH:43][C@H:38]4[CH2:39][C@@H:40]4[CH3:35])=[O:21])=[CH:17][N:16]=3)[C:13]=2[OH:14])=[CH:7][CH:8]=1)#[N:2]. The yield is 0.675.